From a dataset of Forward reaction prediction with 1.9M reactions from USPTO patents (1976-2016). Predict the product of the given reaction. (1) Given the reactants [O:1]1[CH:5]=[CH:4][C:3]([C:6]2[CH:30]=[CH:29][C:9]([O:10][C:11]3[CH:16]=[CH:15][C:14]([S:17]([CH:20]4[CH:25]([C:26]([NH2:28])=[O:27])[NH:24][CH2:23][CH2:22][S:21]4)(=[O:19])=[O:18])=[CH:13][CH:12]=3)=[CH:8][CH:7]=2)=[CH:2]1.[F-].C([N+](CCCC)(CCCC)CCCC)CCC.C1C[O:52]CC1, predict the reaction product. The product is: [O:1]1[CH:5]=[CH:4][C:3]([C:6]2[CH:30]=[CH:29][C:9]([O:10][C:11]3[CH:12]=[CH:13][C:14]([S:17]([CH:20]4[CH:25]([C:26]([NH:28][OH:52])=[O:27])[NH:24][CH2:23][CH2:22][S:21]4)(=[O:19])=[O:18])=[CH:15][CH:16]=3)=[CH:8][CH:7]=2)=[CH:2]1. (2) The product is: [C:17]([O:20][C:21](=[O:22])[NH:7][C:6]1([C:2]2[O:1][CH:5]=[CH:4][CH:3]=2)[CH2:9][CH2:8]1)([CH3:19])([CH3:18])[CH3:16]. Given the reactants [O:1]1[CH:5]=[CH:4][CH:3]=[C:2]1[C:6]#[N:7].[CH2:8]([Mg]Br)[CH3:9].B(F)(F)F.[CH3:16][C:17]([O:20][C:21](O[C:21]([O:20][C:17]([CH3:19])([CH3:18])[CH3:16])=[O:22])=[O:22])([CH3:19])[CH3:18], predict the reaction product. (3) Given the reactants [CH2:1](O)[C:2](N)([CH2:5][OH:6])[CH2:3]O.O[CH2:10][CH:11](CO)O.N1([C:20]2[CH:25]=[CH:24][C:23]([C:26]3(C4C=CC=CC=4)C=CC(CO)=C(OC)C3CC3O[C:22]4[C:21]5[C:20]([CH:25]=[CH:24][C:23]=4[CH:26]=C3)=CC=C(OC)C=5)=[CH:22][CH:21]=2)CCCC1.C(N(CC)CC)C, predict the reaction product. The product is: [CH:1]1[C:2]2[C:3]3[C:22]([CH:23]=[CH:26][C:5]=2[O:6][CH2:11][CH:10]=1)=[CH:21][CH:20]=[CH:25][CH:24]=3.